From a dataset of Full USPTO retrosynthesis dataset with 1.9M reactions from patents (1976-2016). Predict the reactants needed to synthesize the given product. (1) Given the product [F:68][C:49]([F:48])([F:67])[O:50][C:51]1[CH:52]=[C:53]([C:57]2[CH:66]=[CH:65][C:60]3[NH:61][C:62]([NH:64][C:11]([C:9]4[N:10]=[C:5]5[CH:4]=[CH:3][C:2]([Cl:1])=[N:7][N:6]5[CH:8]=4)=[O:13])=[N:63][C:59]=3[CH:58]=2)[CH:54]=[CH:55][CH:56]=1, predict the reactants needed to synthesize it. The reactants are: [Cl:1][C:2]1[CH:3]=[CH:4][C:5]2[N:6]([CH:8]=[C:9]([C:11]([OH:13])=O)[N:10]=2)[N:7]=1.CN(C(ON1N=NC2C=CC=CC1=2)=[N+](C)C)C.F[P-](F)(F)(F)(F)F.CCN(C(C)C)C(C)C.Br.[F:48][C:49]([F:68])([F:67])[O:50][C:51]1[CH:52]=[C:53]([C:57]2[CH:66]=[CH:65][C:60]3[NH:61][C:62]([NH2:64])=[N:63][C:59]=3[CH:58]=2)[CH:54]=[CH:55][CH:56]=1.C(=O)(O)[O-].[Na+]. (2) The reactants are: [C:1]1([NH:7][C:8]([C:10]2[N:11]=[C:12]3[CH:17]=[CH:16][C:15]([CH:18]=[CH2:19])=[CH:14][N:13]3[CH:20]=2)=[O:9])[CH:6]=[CH:5][CH:4]=[CH:3][CH:2]=1.[H][H]. Given the product [CH2:18]([C:15]1[CH:16]=[CH:17][C:12]2[N:13]([CH:20]=[C:10]([C:8]([NH:7][C:1]3[CH:6]=[CH:5][CH:4]=[CH:3][CH:2]=3)=[O:9])[N:11]=2)[CH:14]=1)[CH3:19], predict the reactants needed to synthesize it.